Task: Predict the reactants needed to synthesize the given product.. Dataset: Full USPTO retrosynthesis dataset with 1.9M reactions from patents (1976-2016) (1) Given the product [NH2:10][C:8]1[CH:9]=[C:4]([CH:5]=[C:6]([N:13]2[CH2:14][CH2:15][O:16][CH2:17][CH2:18]2)[CH:7]=1)[C:3]([NH:2][CH3:1])=[O:19], predict the reactants needed to synthesize it. The reactants are: [CH3:1][NH:2][C:3](=[O:19])[C:4]1[CH:9]=[C:8]([N+:10]([O-])=O)[CH:7]=[C:6]([N:13]2[CH2:18][CH2:17][O:16][CH2:15][CH2:14]2)[CH:5]=1. (2) Given the product [F:6][C:7]([F:18])([F:17])[O:8][C:9]1[CH:16]=[CH:15][CH:14]=[CH:13][C:10]=1/[CH:11]=[N:3]/[OH:1], predict the reactants needed to synthesize it. The reactants are: [OH-:1].[Na+].[NH2:3]O.Cl.[F:6][C:7]([F:18])([F:17])[O:8][C:9]1[CH:16]=[CH:15][CH:14]=[CH:13][C:10]=1[CH:11]=O. (3) Given the product [OH:38][C:39]1[CH:44]=[C:43]([OH:45])[C:42]([CH:46]([CH3:48])[CH3:47])=[CH:41][C:40]=1[C:49]1[N:53]([C:54]2[CH:69]=[CH:68][C:57]([CH2:58][N:59]3[CH2:60][CH2:61][CH:62]([C:65]([N:1]4[CH2:6][CH2:5][CH:4]([C:7]([O:9][C:10]5([CH2:36][CH3:37])[C:33]6[CH:32]=[C:31]7[N:16]([CH2:17][C:18]8[C:19]7=[N:20][C:21]7[CH:22]=[CH:23][C:24]([OH:30])=[CH:25][C:26]=7[C:27]=8[CH2:28][CH3:29])[C:15](=[O:34])[C:14]=6[CH2:13][O:12][C:11]5=[O:35])=[O:8])[CH2:3][CH2:2]4)=[O:66])[CH2:63][CH2:64]3)=[CH:56][CH:55]=2)[C:52]([C:70](=[O:74])[NH:71][CH2:72][CH3:73])=[N:51][N:50]=1, predict the reactants needed to synthesize it. The reactants are: [NH:1]1[CH2:6][CH2:5][CH:4]([C:7]([O:9][C:10]2([CH2:36][CH3:37])[C:33]3[CH:32]=[C:31]4[N:16]([CH2:17][C:18]5[C:19]4=[N:20][C:21]4[CH:22]=[CH:23][C:24]([OH:30])=[CH:25][C:26]=4[C:27]=5[CH2:28][CH3:29])[C:15](=[O:34])[C:14]=3[CH2:13][O:12][C:11]2=[O:35])=[O:8])[CH2:3][CH2:2]1.[OH:38][C:39]1[CH:44]=[C:43]([OH:45])[C:42]([CH:46]([CH3:48])[CH3:47])=[CH:41][C:40]=1[C:49]1[N:53]([C:54]2[CH:69]=[CH:68][C:57]([CH2:58][N:59]3[CH2:64][CH2:63][CH:62]([C:65](O)=[O:66])[CH2:61][CH2:60]3)=[CH:56][CH:55]=2)[C:52]([C:70](=[O:74])[NH:71][CH2:72][CH3:73])=[N:51][N:50]=1.C(Cl)CCl.C1C=CC2N(O)N=NC=2C=1. (4) Given the product [ClH:30].[F:1][C:2]1[CH:29]=[CH:28][CH:27]=[CH:26][C:3]=1[O:4][CH:5]1[CH2:6][CH2:7][N:8]([C:11]([C:13]2[N:18]=[C:17]([C:19]3[CH2:20][CH2:21][N:22]([CH3:25])[CH2:23][CH:24]=3)[CH:16]=[CH:15][CH:14]=2)=[O:12])[CH2:9][CH2:10]1, predict the reactants needed to synthesize it. The reactants are: [F:1][C:2]1[CH:29]=[CH:28][CH:27]=[CH:26][C:3]=1[O:4][CH:5]1[CH2:10][CH2:9][N:8]([C:11]([C:13]2[N:18]=[C:17]([C:19]3[CH2:20][CH2:21][N:22]([CH3:25])[CH2:23][CH:24]=3)[CH:16]=[CH:15][CH:14]=2)=[O:12])[CH2:7][CH2:6]1.[ClH:30].